Dataset: Forward reaction prediction with 1.9M reactions from USPTO patents (1976-2016). Task: Predict the product of the given reaction. Given the reactants [NH2:1][C@@H:2]1[CH2:7][CH2:6][C@H:5]([N:8]2[C:13](=[O:14])[C:12]3[CH:15]=[C:16]([F:19])[CH:17]=[N:18][C:11]=3[N:10]([C:20]3[CH:21]=[C:22]([C:26]4[CH:31]=[CH:30][CH:29]=[CH:28][C:27]=4[CH2:32][N:33]4[CH2:38][CH2:37][O:36][CH2:35][CH2:34]4)[CH:23]=[CH:24][CH:25]=3)[C:9]2=[O:39])[CH2:4][CH2:3]1.[C:40](O)(=[O:48])[C:41]1[C:42](=[CH:44][CH:45]=[CH:46][CH:47]=1)[OH:43].F[P-](F)(F)(F)(F)F.N1(OC(N(C)C)=[N+](C)C)C2N=CC=CC=2N=N1.C(N(CC)C(C)C)(C)C, predict the reaction product. The product is: [F:19][C:16]1[CH:17]=[N:18][C:11]2[N:10]([C:20]3[CH:21]=[C:22]([C:26]4[CH:31]=[CH:30][CH:29]=[CH:28][C:27]=4[CH2:32][N:33]4[CH2:38][CH2:37][O:36][CH2:35][CH2:34]4)[CH:23]=[CH:24][CH:25]=3)[C:9](=[O:39])[N:8]([C@@H:5]3[CH2:6][CH2:7][C@H:2]([NH:1][C:40](=[O:48])[C:41]4[CH:47]=[CH:46][CH:45]=[CH:44][C:42]=4[OH:43])[CH2:3][CH2:4]3)[C:13](=[O:14])[C:12]=2[CH:15]=1.